Dataset: Reaction yield outcomes from USPTO patents with 853,638 reactions. Task: Predict the reaction yield, written as a fraction of the theoretical maximum amount of product (1.0 means a 100% yield; for example, 0.34 means a 34% yield). (1) The reactants are FC1C=C2C(C(C3C=CC(N4CCC(N)CC4)=NC=3)=CN2)=CC=1.[F:24][C:25]1[CH:33]=[C:32]2[C:28]([C:29]([C:41]3[CH:42]=[N:43][C:44]([S:47](=[O:57])(=[O:56])[NH:48][CH2:49][CH2:50][NH:51][S:52]([CH3:55])(=[O:54])=[O:53])=[CH:45][CH:46]=3)=[CH:30][N:31]2C(OC(C)(C)C)=O)=[CH:27][CH:26]=1. No catalyst specified. The product is [F:24][C:25]1[CH:33]=[C:32]2[C:28]([C:29]([C:41]3[CH:46]=[CH:45][C:44]([S:47]([NH:48][CH2:49][CH2:50][NH:51][S:52]([CH3:55])(=[O:54])=[O:53])(=[O:57])=[O:56])=[N:43][CH:42]=3)=[CH:30][NH:31]2)=[CH:27][CH:26]=1. The yield is 0.190. (2) The reactants are [NH2:1][C:2]1[C:11]([F:12])=[C:10](F)[C:9]([O:14][CH3:15])=[C:8]2[C:3]=1[C:4](=[O:26])[C:5]([C:23]([OH:25])=[O:24])=[CH:6][N:7]2[CH2:16][C:17]1[CH:22]=[CH:21][CH:20]=[CH:19][CH:18]=1.[N:27]1[CH:32]=[CH:31][CH:30]=[CH:29][C:28]=1[NH:33][CH2:34][CH2:35][NH2:36].C(N(CC)CC)C. The catalyst is CS(C)=O. The product is [NH2:1][C:2]1[C:11]([F:12])=[C:10]([NH:36][CH2:35][CH2:34][NH:33][C:28]2[CH:29]=[CH:30][CH:31]=[CH:32][N:27]=2)[C:9]([O:14][CH3:15])=[C:8]2[C:3]=1[C:4](=[O:26])[C:5]([C:23]([OH:25])=[O:24])=[CH:6][N:7]2[CH2:16][C:17]1[CH:22]=[CH:21][CH:20]=[CH:19][CH:18]=1. The yield is 0.540. (3) The reactants are [C:1]1([CH2:7][CH2:8][C:9](OCC2C=CC=CC=2)=O)[CH:6]=[CH:5][CH:4]=[CH:3][CH:2]=1.[CH3:19][N:20]1[C:28]2[C:23](=[CH:24][CH:25]=[CH:26][CH:27]=2)[C:22]([CH2:29][C@H:30]([NH2:33])[CH2:31][OH:32])=[CH:21]1. The catalyst is ClC1C=CC=CC=1. The product is [CH3:19][N:20]1[C:28]2[C:23](=[CH:24][CH:25]=[CH:26][CH:27]=2)[C:22]([CH2:29][C@H:30]2[CH2:31][O:32][C:9]([CH2:8][CH2:7][C:1]3[CH:6]=[CH:5][CH:4]=[CH:3][CH:2]=3)=[N:33]2)=[CH:21]1. The yield is 0.760. (4) The reactants are [CH3:1][C:2]1[C:11]([NH:12][C:13]2[CH:18]=[CH:17][C:16]([C:19]([F:22])([F:21])[F:20])=[CH:15][C:14]=2[NH:23][C:24]([C@H:26]2[CH2:30][CH2:29][CH2:28][O:27]2)=O)=[CH:10][CH:9]=[CH:8][C:3]=1[C:4]([O:6][CH3:7])=[O:5]. The catalyst is O. The product is [CH3:1][C:2]1[C:11]([N:12]2[C:13]3[CH:18]=[CH:17][C:16]([C:19]([F:20])([F:21])[F:22])=[CH:15][C:14]=3[N:23]=[C:24]2[C@H:26]2[CH2:30][CH2:29][CH2:28][O:27]2)=[CH:10][CH:9]=[CH:8][C:3]=1[C:4]([O:6][CH3:7])=[O:5]. The yield is 0.650. (5) The reactants are [CH2:1]([C:3]1[CH:9]=[C:8]([C:10]([F:22])([C:18]([F:21])([F:20])[F:19])[C:11]([F:17])([F:16])[C:12]([F:15])([F:14])[F:13])[CH:7]=[C:6]([CH3:23])[C:4]=1[NH2:5])[CH3:2].N1C=CC=CC=1.[Br:30][C:31]1[C:39]([N+:40]([O-:42])=[O:41])=[CH:38][CH:37]=[CH:36][C:32]=1[C:33](Cl)=[O:34].CN(C)C(=O)C. The catalyst is O1CCCC1. The product is [CH2:1]([C:3]1[CH:9]=[C:8]([C:10]([F:22])([C:18]([F:19])([F:20])[F:21])[C:11]([F:16])([F:17])[C:12]([F:14])([F:15])[F:13])[CH:7]=[C:6]([CH3:23])[C:4]=1[NH:5][C:33](=[O:34])[C:32]1[CH:36]=[CH:37][CH:38]=[C:39]([N+:40]([O-:42])=[O:41])[C:31]=1[Br:30])[CH3:2]. The yield is 0.760. (6) The reactants are [NH2:1][CH2:2][CH2:3][O:4][CH2:5][CH2:6][O:7][CH2:8][CH2:9][O:10][CH2:11][CH2:12][NH:13][S:14]([C:17]1[CH:22]=[CH:21][C:20]([CH:23]2[C:32]3[C:27](=[C:28]([Cl:34])[CH:29]=[C:30]([Cl:33])[CH:31]=3)[CH2:26][N:25]([CH3:35])[CH2:24]2)=[CH:19][CH:18]=1)(=[O:16])=[O:15].C(O[N:51]1[C:55](=[O:56])[CH2:54][CH2:53][C:52]1=[O:57])(=O)CCC(O[N:51]1[C:55](=[O:56])[CH2:54][CH2:53][C:52]1=[O:57])=O.[CH2:58]([N:60]([CH2:63][CH3:64])[CH2:61][CH3:62])C. The catalyst is CN(C=O)C. The product is [Cl:33][C:30]1[CH:31]=[C:32]2[C:27](=[C:28]([Cl:34])[CH:29]=1)[CH2:26][N:25]([CH3:35])[CH2:24][CH:23]2[C:20]1[CH:19]=[CH:18][C:17]([S:14]([NH:13][CH2:12][CH2:11][O:10][CH2:9][CH2:8][O:7][CH2:6][CH2:5][O:4][CH2:3][CH2:2][NH:1][C:52](=[O:57])[CH2:53][CH2:54][C:55]([NH:51][CH2:2][CH2:3][O:4][CH2:5][CH2:6][O:7][CH2:8][CH2:9][O:10][CH2:11][CH2:12][NH:13][S:14]([C:17]2[CH:18]=[CH:19][C:20]([CH:62]3[C:32]4[C:64](=[C:28]([Cl:34])[CH:29]=[C:30]([Cl:33])[CH:31]=4)[CH2:63][N:60]([CH3:58])[CH2:61]3)=[CH:21][CH:22]=2)(=[O:16])=[O:15])=[O:56])(=[O:16])=[O:15])=[CH:22][CH:21]=1. The yield is 0.450.